This data is from Reaction yield outcomes from USPTO patents with 853,638 reactions. The task is: Predict the reaction yield, written as a fraction of the theoretical maximum amount of product (1.0 means a 100% yield; for example, 0.34 means a 34% yield). (1) The reactants are [Br:1][C:2]1[CH:22]=[CH:21][C:5]([CH2:6][N:7]2[C:12](=[O:13])[C:11]3[CH:14]=[CH:15][C:16]([O:18][CH3:19])=[CH:17][C:10]=3[O:9]C2=O)=[C:4]([F:23])[CH:3]=1.[OH-].[K+].Cl. The catalyst is C(O)C. The product is [Br:1][C:2]1[CH:22]=[CH:21][C:5]([CH2:6][NH:7][C:12](=[O:13])[C:11]2[CH:14]=[CH:15][C:16]([O:18][CH3:19])=[CH:17][C:10]=2[OH:9])=[C:4]([F:23])[CH:3]=1. The yield is 0.710. (2) The reactants are [CH3:1][O:2][C:3]([NH:5][C@H:6]([C:10]([N:12]1[C@@H:16]([CH3:17])[CH2:15][CH2:14][C@H:13]1[C:18]1[NH:22][C:21]2[C:23]3[C:28]([CH2:29][CH2:30][C:20]=2[N:19]=1)=[CH:27][C:26]1[C:31]2[C:36]([CH2:37][O:38][C:25]=1[CH:24]=3)=[CH:35][C:34]([C:39]1[NH:43][C:42]([C@@H:44]3[CH2:48][C@H:47]([CH2:49][O:50][CH3:51])[CH2:46][N:45]3[C:52]([O:54][C:55]([CH3:58])([CH3:57])[CH3:56])=[O:53])=[N:41][CH:40]=1)=[CH:33][CH:32]=2)=[O:11])[CH:7]([CH3:9])[CH3:8])=[O:4].CO. The catalyst is C(Cl)Cl.O=[Mn]=O. The product is [CH3:1][O:2][C:3]([NH:5][C@H:6]([C:10]([N:12]1[C@@H:16]([CH3:17])[CH2:15][CH2:14][C@H:13]1[C:18]1[NH:22][C:21]2[C:23]3[C:28]([CH:29]=[CH:30][C:20]=2[N:19]=1)=[CH:27][C:26]1[C:31]2[C:36]([CH2:37][O:38][C:25]=1[CH:24]=3)=[CH:35][C:34]([C:39]1[NH:43][C:42]([C@@H:44]3[CH2:48][C@H:47]([CH2:49][O:50][CH3:51])[CH2:46][N:45]3[C:52]([O:54][C:55]([CH3:58])([CH3:57])[CH3:56])=[O:53])=[N:41][CH:40]=1)=[CH:33][CH:32]=2)=[O:11])[CH:7]([CH3:9])[CH3:8])=[O:4]. The yield is 0.580.